From a dataset of Forward reaction prediction with 1.9M reactions from USPTO patents (1976-2016). Predict the product of the given reaction. (1) Given the reactants [Cl:1][C:2]1[C:3]2[NH:10][CH:9]=[CH:8][C:4]=2[N:5]=[CH:6][N:7]=1.[C:11]([O:14][CH2:15][CH2:16][CH2:17][CH2:18][CH2:19]Br)(=[O:13])[CH3:12].C(=O)([O-])[O-].[Cs+].[Cs+].CN(C)C=O, predict the reaction product. The product is: [C:11]([O:14][CH2:15][CH2:16][CH2:17][CH2:18][CH2:19][N:10]1[C:3]2[C:2]([Cl:1])=[N:7][CH:6]=[N:5][C:4]=2[CH:8]=[CH:9]1)(=[O:13])[CH3:12]. (2) Given the reactants [NH:1]1[CH2:6][CH2:5][O:4][CH2:3][CH2:2]1.[CH:7]1([N:10]([CH:37]2[CH2:39][CH2:38]2)[C:11]([C:13]2[N:34]([CH2:35][CH3:36])[C:16]3=[N:17][C:18]([NH:25][C:26]4[S:27][C:28]([C:31](O)=[O:32])=[CH:29][N:30]=4)=[C:19]4[N:23]=[CH:22][N:21]([CH3:24])[C:20]4=[C:15]3[CH:14]=2)=[O:12])[CH2:9][CH2:8]1, predict the reaction product. The product is: [CH:37]1([N:10]([CH:7]2[CH2:8][CH2:9]2)[C:11]([C:13]2[N:34]([CH2:35][CH3:36])[C:16]3=[N:17][C:18]([NH:25][C:26]4[S:27][C:28]([C:31]([N:1]5[CH2:6][CH2:5][O:4][CH2:3][CH2:2]5)=[O:32])=[CH:29][N:30]=4)=[C:19]4[N:23]=[CH:22][N:21]([CH3:24])[C:20]4=[C:15]3[CH:14]=2)=[O:12])[CH2:38][CH2:39]1. (3) Given the reactants Cl.[NH2:2][C@@H:3]1[CH2:7][CH2:6][C@@:5]([C:11]([N:13]2[CH2:18][CH2:17][C:16]([C:20]3[CH:25]=[CH:24][CH:23]=[CH:22][C:21]=3[C:26]([F:29])([F:28])[F:27])([OH:19])[CH2:15][CH2:14]2)=[O:12])([CH:8]([CH3:10])[CH3:9])[CH2:4]1.C[O:31]C1C(=O)CCOC1.C([N:41](CC)CC)C.[C:46](O[BH-](OC(=O)C)OC(=O)C)(=[O:48])C.[Na+].C([O-])(O)=O.[Na+], predict the reaction product. The product is: [NH4+:2].[OH-:12].[NH4+:41].[OH-:31].[CH3:46][OH:48].[NH2:2][C@@H:3]1[CH2:7][CH2:6][C@@:5]([C:11]([N:13]2[CH2:18][CH2:17][C:16]([C:20]3[CH:25]=[CH:24][CH:23]=[CH:22][C:21]=3[C:26]([F:29])([F:27])[F:28])([OH:19])[CH2:15][CH2:14]2)=[O:12])([CH:8]([CH3:10])[CH3:9])[CH2:4]1. (4) The product is: [Br:1][C:2]1[CH:3]=[C:4]2[C:9](=[C:10]([O:12][CH3:13])[CH:11]=1)[N:8]=[C:7]([Cl:14])[N:6]=[C:5]2[N:25]1[CH2:30][CH2:29][O:28][CH2:27][CH2:26]1. Given the reactants [Br:1][C:2]1[CH:3]=[C:4]2[C:9](=[C:10]([O:12][CH3:13])[CH:11]=1)[N:8]=[C:7]([Cl:14])[N:6]=[C:5]2Cl.C(N(C(C)C)CC)(C)C.[NH:25]1[CH2:30][CH2:29][O:28][CH2:27][CH2:26]1, predict the reaction product. (5) Given the reactants [Cl:1][C:2]1[CH:7]=[C:6]([Cl:8])[C:5]([O:9][CH3:10])=[CH:4][C:3]=1[NH:11][C:12]1[C:17]([C:18]#[N:19])=[CH:16][N:15]=[C:14]2[CH:20]=[C:21](I)[S:22][C:13]=12.[C:24]([C:26]1[CH:31]=[CH:30][C:29]([O:32][CH3:33])=[CH:28][CH:27]=1)#[CH:25].CO, predict the reaction product. The product is: [Cl:1][C:2]1[CH:7]=[C:6]([Cl:8])[C:5]([O:9][CH3:10])=[CH:4][C:3]=1[NH:11][C:12]1[C:17]([C:18]#[N:19])=[CH:16][N:15]=[C:14]2[CH:20]=[C:21]([C:25]#[C:24][C:26]3[CH:31]=[CH:30][C:29]([O:32][CH3:33])=[CH:28][CH:27]=3)[S:22][C:13]=12. (6) Given the reactants [F:1][C:2]1[CH:7]=[CH:6][C:5]([B:8]2[O:12][C:11]([CH3:14])([CH3:13])[C:10]([CH3:16])([CH3:15])[O:9]2)=[CH:4][C:3]=1[CH2:17]O.P(Br)(Br)[Br:20].O, predict the reaction product. The product is: [Br:20][CH2:17][C:3]1[CH:4]=[C:5]([B:8]2[O:12][C:11]([CH3:14])([CH3:13])[C:10]([CH3:16])([CH3:15])[O:9]2)[CH:6]=[CH:7][C:2]=1[F:1]. (7) Given the reactants I[C:2]1[CH:7]=[CH:6][C:5]([OH:8])=[CH:4][CH:3]=1.[CH3:9][NH:10][C:11]([C:13]1[CH:14]=[C:15](B(O)O)[CH:16]=[CH:17][CH:18]=1)=[O:12].C(=O)([O-])[O-].[Cs+].[Cs+], predict the reaction product. The product is: [OH:8][C:5]1[CH:6]=[CH:7][C:2]([C:17]2[CH:16]=[CH:15][CH:14]=[C:13]([C:11]([NH:10][CH3:9])=[O:12])[CH:18]=2)=[CH:3][CH:4]=1.